Dataset: Full USPTO retrosynthesis dataset with 1.9M reactions from patents (1976-2016). Task: Predict the reactants needed to synthesize the given product. (1) Given the product [CH:3]([C:6]1[N:10]([CH3:24])[C:9]([C:11]([CH3:12])([C:13]2[CH:18]=[CH:17][CH:16]=[C:15]([N+:19]([O-:21])=[O:20])[CH:14]=2)[CH3:22])=[CH:8][N:7]=1)([CH3:5])[CH3:4], predict the reactants needed to synthesize it. The reactants are: [H-].[Na+].[CH:3]([C:6]1[NH:7][CH:8]=[C:9]([C:11]([CH3:22])([C:13]2[CH:18]=[CH:17][CH:16]=[C:15]([N+:19]([O-:21])=[O:20])[CH:14]=2)[CH3:12])[N:10]=1)([CH3:5])[CH3:4].I[CH3:24]. (2) Given the product [ClH:24].[F:23][C:2]([S:3]([O:6][C:7]1[CH2:8][CH:9]2[NH:14][CH:12]([CH2:11][CH2:10]2)[CH:13]=1)(=[O:4])=[O:5])([F:22])[F:1], predict the reactants needed to synthesize it. The reactants are: [F:1][C:2]([F:23])([F:22])[S:3]([O:6][C:7]1[CH2:13][CH:12]2[N:14](C(OC(C)(C)C)=O)[CH:9]([CH2:10][CH2:11]2)[CH:8]=1)(=[O:5])=[O:4].[ClH:24].